Dataset: Forward reaction prediction with 1.9M reactions from USPTO patents (1976-2016). Task: Predict the product of the given reaction. (1) The product is: [CH3:36][O:15][C:14](=[O:16])[C@@H:13]([O:12][C:7]1[N:6]=[C:5]([CH3:4])[CH:10]=[C:9]([CH3:11])[N:8]=1)[C@@:17]1([C:30]2[CH:31]=[CH:32][CH:33]=[CH:34][CH:35]=2)[NH:23][CH2:22][C:21](=[O:24])[N:20]([CH3:25])[C:19]2[CH:26]=[CH:27][CH:28]=[CH:29][C:18]1=2. Given the reactants C[O-].[Na+].[CH3:4][C:5]1[CH:10]=[C:9]([CH3:11])[N:8]=[C:7]([O:12][C@@H:13]([C@@:17]2([C:30]3[CH:35]=[CH:34][CH:33]=[CH:32][CH:31]=3)[NH:23][CH2:22][C:21](=[O:24])[N:20]([CH3:25])[C:19]3[CH:26]=[CH:27][CH:28]=[CH:29][C:18]2=3)[C:14]([OH:16])=[O:15])[N:6]=1.[C:36](O)(=O)CC(CC(O)=O)(C(O)=O)O, predict the reaction product. (2) Given the reactants [CH2:1]([N:3]=[C:4]=[O:5])[CH3:2].[NH:6]1[C:14]2[C:9](=[CH:10][C:11]([C:15](=[O:38])[CH2:16][CH2:17][CH2:18][CH2:19][N:20]([CH2:28][CH2:29][C:30]3[CH:35]=[CH:34][CH:33]=[CH:32][C:31]=3[O:36][CH3:37])[C:21](=[O:27])[O:22][C:23]([CH3:26])([CH3:25])[CH3:24])=[CH:12][CH:13]=2)[CH2:8][CH2:7]1, predict the reaction product. The product is: [CH2:1]([NH:3][C:4]([N:6]1[C:14]2[C:9](=[CH:10][C:11]([C:15](=[O:38])[CH2:16][CH2:17][CH2:18][CH2:19][N:20]([CH2:28][CH2:29][C:30]3[CH:35]=[CH:34][CH:33]=[CH:32][C:31]=3[O:36][CH3:37])[C:21](=[O:27])[O:22][C:23]([CH3:26])([CH3:25])[CH3:24])=[CH:12][CH:13]=2)[CH2:8][CH2:7]1)=[O:5])[CH3:2]. (3) Given the reactants [CH3:1][NH:2][CH2:3][CH2:4][CH2:5][CH2:6][C:7]([OH:9])=[O:8].[OH-].[Na+].[C:20](O[C:20]([O:22][C:23]([CH3:26])([CH3:25])[CH3:24])=[O:21])([O:22][C:23]([CH3:26])([CH3:25])[CH3:24])=[O:21].CCCCC, predict the reaction product. The product is: [C:23]([O:22][C:20]([N:2]([CH3:1])[CH2:3][CH2:4][CH2:5][CH2:6][C:7]([OH:9])=[O:8])=[O:21])([CH3:24])([CH3:25])[CH3:26]. (4) The product is: [NH:23]1[CH:22]=[CH:21][N:20]=[C:19]1[C:2](=[O:1])[CH2:3][C:4]([C:6]1[S:7][C:8]([CH2:11][CH2:12][C:13]2[CH:18]=[CH:17][CH:16]=[CH:15][CH:14]=2)=[CH:9][CH:10]=1)=[O:5]. Given the reactants [OH:1][CH:2]([C:19]1[NH:20][CH:21]=[CH:22][N:23]=1)[CH2:3][C:4]([C:6]1[S:7][C:8]([CH2:11][CH2:12][C:13]2[CH:18]=[CH:17][CH:16]=[CH:15][CH:14]=2)=[CH:9][CH:10]=1)=[O:5], predict the reaction product.